Dataset: Reaction yield outcomes from USPTO patents with 853,638 reactions. Task: Predict the reaction yield, written as a fraction of the theoretical maximum amount of product (1.0 means a 100% yield; for example, 0.34 means a 34% yield). (1) The reactants are [Cl:1][C:2]1[N:3]=[C:4](Cl)[C:5]2[S:10][C:9]([Cl:11])=[CH:8][C:6]=2[N:7]=1.[I-].CC1NC=C[N+]=1C.[S:21]1[CH:25]=[CH:24][CH:23]=[C:22]1[CH:26]=[O:27].[H-].[Na+]. The catalyst is O1CCCC1. The product is [Cl:1][C:2]1[N:3]=[C:4]([C:26]([C:22]2[S:21][CH:25]=[CH:24][CH:23]=2)=[O:27])[C:5]2[S:10][C:9]([Cl:11])=[CH:8][C:6]=2[N:7]=1. The yield is 0.720. (2) The reactants are [CH:1]([CH:14]1[CH2:19][CH2:18][N:17]([C:20]2[CH:25]=[CH:24][C:23]([NH2:26])=[CH:22][C:21]=2[F:27])[CH2:16][CH2:15]1)([C:8]1[CH:13]=[CH:12][CH:11]=[CH:10][CH:9]=1)[C:2]1[CH:7]=[CH:6][CH:5]=[CH:4][CH:3]=1.[O:28]1[CH2:32][CH2:31][CH:30]([C:33](O)=[O:34])[CH2:29]1. No catalyst specified. The product is [CH:1]([CH:14]1[CH2:15][CH2:16][N:17]([C:20]2[CH:25]=[CH:24][C:23]([NH:26][C:33]([CH:30]3[CH2:31][CH2:32][O:28][CH2:29]3)=[O:34])=[CH:22][C:21]=2[F:27])[CH2:18][CH2:19]1)([C:8]1[CH:13]=[CH:12][CH:11]=[CH:10][CH:9]=1)[C:2]1[CH:7]=[CH:6][CH:5]=[CH:4][CH:3]=1. The yield is 0.588. (3) The product is [C:4]([C:5]1[C:26]([O:27][CH3:28])=[CH:25][C:8]2[C:9]([CH3:24])([CH3:23])[C:10]3[NH:11][C:12]4[C:17]([C:18]=3[C:19](=[O:20])[C:7]=2[CH:6]=1)=[CH:16][CH:15]=[C:14]([C:21]#[N:22])[CH:13]=4)#[CH:3]. The catalyst is C1COCC1. The reactants are OC(C)(C)[C:3]#[C:4][C:5]1[C:26]([O:27][CH3:28])=[CH:25][C:8]2[C:9]([CH3:24])([CH3:23])[C:10]3[NH:11][C:12]4[C:17]([C:18]=3[C:19](=[O:20])[C:7]=2[CH:6]=1)=[CH:16][CH:15]=[C:14]([C:21]#[N:22])[CH:13]=4.[H-].[Na+].O. The yield is 0.310. (4) The reactants are [CH3:1][C:2]1[C:10]2[C:5](=[CH:6][CH:7]=[C:8]([CH:11]=O)[CH:9]=2)[NH:4][N:3]=1.[NH2:13]/[C:14](/[CH3:18])=[CH:15]\[C:16]#[N:17]. The catalyst is C(O)(=O)C. The product is [CH3:18][C:14]1[NH:13][C:9]([CH3:8])=[C:10]([C:2]#[N:3])[CH:11]([C:8]2[CH:9]=[C:10]3[C:5](=[CH:6][CH:7]=2)[NH:4][N:3]=[C:2]3[CH3:1])[C:15]=1[C:16]#[N:17]. The yield is 0.576. (5) The reactants are [Cl:1][C:2]1[CH:7]=[C:6]([I:8])[CH:5]=[CH:4][C:3]=1[NH:9][C:10]1[C:18]([F:19])=[C:17]([F:20])[CH:16]=[CH:15][C:11]=1[C:12]([OH:14])=[O:13].N1C=CC=CC=1.FC(F)(F)C(O[C:32]1[C:37]([F:38])=[C:36]([F:39])[C:35]([F:40])=[C:34]([F:41])[C:33]=1[F:42])=O. The catalyst is CN(C)C=O.C(OCC)(=O)C. The product is [F:38][C:37]1[C:32]([O:13][C:12](=[O:14])[C:11]2[CH:15]=[CH:16][C:17]([F:20])=[C:18]([F:19])[C:10]=2[NH:9][C:3]2[CH:4]=[CH:5][C:6]([I:8])=[CH:7][C:2]=2[Cl:1])=[C:33]([F:42])[C:34]([F:41])=[C:35]([F:40])[C:36]=1[F:39]. The yield is 0.910.